Dataset: Full USPTO retrosynthesis dataset with 1.9M reactions from patents (1976-2016). Task: Predict the reactants needed to synthesize the given product. (1) Given the product [ClH:1].[CH3:20][O:19][C:18]1[CH:21]=[CH:22][C:15]([N:14]([CH3:13])[C:2]2[C:3]3[S:12][CH:11]=[CH:10][C:4]=3[N:5]=[C:6]([S:8][CH3:9])[N:7]=2)=[CH:16][CH:17]=1, predict the reactants needed to synthesize it. The reactants are: [Cl:1][C:2]1[C:3]2[S:12][CH:11]=[CH:10][C:4]=2[N:5]=[C:6]([S:8][CH3:9])[N:7]=1.[CH3:13][NH:14][C:15]1[CH:22]=[CH:21][C:18]([O:19][CH3:20])=[CH:17][CH:16]=1. (2) Given the product [Cl:1][C:2]1[N:7]=[C:6]([NH:8][CH2:9][C@H:10]2[CH2:14][CH2:13][N:12]([S:24]([CH3:23])(=[O:26])=[O:25])[CH2:11]2)[C:5]([Cl:15])=[CH:4][N:3]=1, predict the reactants needed to synthesize it. The reactants are: [Cl:1][C:2]1[N:7]=[C:6]([NH:8][CH2:9][C@@H:10]2[CH2:14][CH2:13][NH:12][CH2:11]2)[C:5]([Cl:15])=[CH:4][N:3]=1.C(N(CC)CC)C.[CH3:23][S:24](Cl)(=[O:26])=[O:25]. (3) Given the product [Br:28][C:29]1[C:30](=[O:46])[NH:31][C:32](=[O:45])[N:33]([C:35]2[CH:40]=[CH:39][CH:38]=[C:37]([C:41]([F:44])([F:43])[F:42])[CH:36]=2)[CH:34]=1.[F:18][C:2]([F:1])([F:17])[C:3]1[CH:4]=[C:5]([N:9]2[CH:14]=[CH:13][C:12](=[O:15])[NH:11][C:10]2=[O:16])[CH:6]=[CH:7][CH:8]=1, predict the reactants needed to synthesize it. The reactants are: [F:1][C:2]([F:18])([F:17])[C:3]1[CH:4]=[C:5]([N:9]2[CH2:14][CH2:13][C:12](=[O:15])[NH:11][C:10]2=[O:16])[CH:6]=[CH:7][CH:8]=1.BrBr.S([O-])([O-])(=O)=S.[Na+].[Na+].[Br:28][C:29]1[C:30](=[O:46])[NH:31][C:32](=[O:45])[N:33]([C:35]2[CH:40]=[CH:39][CH:38]=[C:37]([C:41]([F:44])([F:43])[F:42])[CH:36]=2)[CH:34]=1.BrC1(Br)CN(C2C=CC=C(C(F)(F)F)C=2)C(=O)NC1=O.BrC1CN(C2C=CC=C(C(F)(F)F)C=2)C(=O)NC1=O.[Cl-].[Li+]. (4) Given the product [Cl:12][C:7]1[CH:8]=[CH:9][CH:10]=[C:11]2[C:6]=1[CH:5]=[C:4]([O:13][CH2:14][CH2:15][O:16][CH3:17])[N:3]=[C:2]2[F:18], predict the reactants needed to synthesize it. The reactants are: Cl[C:2]1[C:11]2[C:6](=[C:7]([Cl:12])[CH:8]=[CH:9][CH:10]=2)[CH:5]=[C:4]([O:13][CH2:14][CH2:15][O:16][CH3:17])[N:3]=1.[F-:18].[Cs+]. (5) Given the product [CH3:23][C:22]([OH:25])([CH2:21][CH2:20][N:12]1[CH:13]=[C:9]([B:4]2[O:5][C:6]([CH3:7])([CH3:8])[C:2]([CH3:14])([CH3:1])[O:3]2)[CH:10]=[N:11]1)[CH3:24], predict the reactants needed to synthesize it. The reactants are: [CH3:1][C:2]1([CH3:14])[C:6]([CH3:8])([CH3:7])[O:5][B:4]([C:9]2[CH:10]=[N:11][NH:12][CH:13]=2)[O:3]1.CS(O[CH2:20][CH2:21][C:22]([OH:25])([CH3:24])[CH3:23])(=O)=O.C(=O)([O-])[O-].[Cs+].[Cs+]. (6) Given the product [Br:15][C:13]1[CH:12]=[C:11]([C:16]([O:18][CH3:19])=[O:17])[C:7]2[NH:8][C:9]3[CH:10]=[C:2]([N:1]4[CH2:27][CH2:26][N:24]([CH3:25])[CH2:23][CH2:22]4)[CH:3]=[CH:4][C:5]=3[C:6]=2[N:14]=1, predict the reactants needed to synthesize it. The reactants are: [NH2:1][C:2]1[CH:3]=[CH:4][C:5]2[C:6]3[N:14]=[C:13]([Br:15])[CH:12]=[C:11]([C:16]([O:18][CH3:19])=[O:17])[C:7]=3[NH:8][C:9]=2[CH:10]=1.Cl.Cl[CH2:22][CH2:23][N:24]([CH2:26][CH2:27]Cl)[CH3:25].C(=O)([O-])[O-].[Na+].[Na+].